Dataset: Catalyst prediction with 721,799 reactions and 888 catalyst types from USPTO. Task: Predict which catalyst facilitates the given reaction. (1) Reactant: [NH2:1][C:2]1[CH:3]=[C:4]([C:8]2[N:13]3[N:14]=[CH:15][C:16]([C:17]([C:19]4[S:20][CH:21]=[CH:22][CH:23]=4)=[O:18])=[C:12]3[N:11]=[CH:10][CH:9]=2)[CH:5]=[CH:6][CH:7]=1.[C:24]1(=[O:30])[O:29][C:27](=[O:28])[CH2:26][CH2:25]1. Product: [O:30]=[C:24]([NH:1][C:2]1[CH:7]=[CH:6][CH:5]=[C:4]([C:8]2[N:13]3[N:14]=[CH:15][C:16]([C:17]([C:19]4[S:20][CH:21]=[CH:22][CH:23]=4)=[O:18])=[C:12]3[N:11]=[CH:10][CH:9]=2)[CH:3]=1)[CH2:25][CH2:26][C:27]([OH:29])=[O:28]. The catalyst class is: 440. (2) Reactant: [C:1]([OH:7])([C:3](F)(F)F)=[O:2].[NH:8](C(OC(C)(C)C)=O)[C@H:9]([C:14]([N:16]1C[CH2:30][CH2:29][CH2:28][CH:17]1C(OCC1C=CC=CC=1)=O)=[O:15])[C@H:10]([CH2:12][CH3:13])[CH3:11].[NH:39]([C:53]([O:55][C:56]([CH3:59])([CH3:58])[CH3:57])=[O:54])[C@@H:40]([C:50]([OH:52])=O)[CH2:41][C:42]1[CH:47]=[CH:46][C:45]([O:48][CH3:49])=[CH:44][CH:43]=1.[CH:60]1[CH:61]=[CH:62][C:63]2N(O)N=N[C:64]=2[CH:65]=1.O.[CH3:71]N(C(ON1N=NC2C=CC=CC1=2)=[N+](C)C)C.F[P-](F)(F)(F)(F)F.CCN(CC)CC. Product: [NH:39]([C:53]([O:55][C:56]([CH3:59])([CH3:58])[CH3:57])=[O:54])[C@@H:40]([C:50]([NH:8][C@H:9]([C:14]([N:16]1[CH2:17][CH2:28][CH2:29][CH2:30][CH:3]1[C:1]([O:7][CH2:71][C:64]1[CH:63]=[CH:62][CH:61]=[CH:60][CH:65]=1)=[O:2])=[O:15])[C@H:10]([CH2:12][CH3:13])[CH3:11])=[O:52])[CH2:41][C:42]1[CH:43]=[CH:44][C:45]([O:48][CH3:49])=[CH:46][CH:47]=1. The catalyst class is: 3.